Dataset: Full USPTO retrosynthesis dataset with 1.9M reactions from patents (1976-2016). Task: Predict the reactants needed to synthesize the given product. (1) Given the product [Cl:17][C:18]1[CH:19]=[C:20]([CH2:24][CH2:25][N:26]([CH2:34][CH2:35][S:36][CH2:37][CH2:38][CH2:39][NH:2][CH2:3][C@H:4]([OH:5])[C:6]2[C:14]3[S:13][C:12](=[O:15])[NH:11][C:10]=3[C:9]([OH:16])=[CH:8][CH:7]=2)[C:27](=[O:33])[O:28][C:29]([CH3:30])([CH3:31])[CH3:32])[CH:21]=[CH:22][CH:23]=1, predict the reactants needed to synthesize it. The reactants are: Cl.[NH2:2][CH2:3][C@@H:4]([C:6]1[C:14]2[S:13][C:12](=[O:15])[NH:11][C:10]=2[C:9]([OH:16])=[CH:8][CH:7]=1)[OH:5].[Cl:17][C:18]1[CH:19]=[C:20]([CH2:24][CH2:25][N:26]([CH2:34][CH2:35][S:36][CH2:37][CH2:38][CH:39]=O)[C:27](=[O:33])[O:28][C:29]([CH3:32])([CH3:31])[CH3:30])[CH:21]=[CH:22][CH:23]=1. (2) Given the product [C:8]([C:7]([O:13][CH:3]1[CH2:4][O:5][C:1](=[O:6])[O:2]1)=[O:12])([CH3:11])([CH3:10])[CH3:9], predict the reactants needed to synthesize it. The reactants are: [C:1]1(=[O:6])[O:5][CH2:4][CH2:3][O:2]1.[C:7]([OH:13])(=[O:12])[C:8]([CH3:11])([CH3:10])[CH3:9].[N-](S(C(F)(F)F)(=O)=O)S(C(F)(F)F)(=O)=O.C([N+](CCCCCCCC)(CCCCCCCC)CCCCCCCC)CCCCCCC. (3) The reactants are: [NH2:1][C:2]1[CH:7]=[CH:6][CH:5]=[CH:4][CH:3]=1.C([N:15]1[CH:19]=[CH:18][N:17]=[CH:16]1)([N:15]1[CH:19]=[CH:18][N:17]=[CH:16]1)=S.NC1[CH:27]=[C:26]([Br:28])[CH:25]=[CH:24]C=1N.CCN=C=NCCCN(C)C. Given the product [Br:28][C:26]1[CH:25]=[CH:24][C:18]2[NH:17][C:16]([NH:1][C:2]3[CH:7]=[CH:6][CH:5]=[CH:4][CH:3]=3)=[N:15][C:19]=2[CH:27]=1, predict the reactants needed to synthesize it. (4) Given the product [CH:16]([CH:10]1[C:11](=[O:12])[NH:1][C:2]2[CH:7]=[CH:6][CH:5]=[CH:4][C:3]=2[S:8]1)([CH3:18])[CH3:17], predict the reactants needed to synthesize it. The reactants are: [NH2:1][C:2]1[CH:7]=[CH:6][CH:5]=[CH:4][C:3]=1[SH:8].Br[CH:10]([CH:16]([CH3:18])[CH3:17])[C:11](OCC)=[O:12].C(=O)([O-])[O-].[K+].[K+].Cl. (5) Given the product [O:16]=[C:12]1[NH:11][C:10]2[C:17]3[C:22]([CH:23]=[CH:24][C:9]=2[N:8]([C:5]2[CH:6]=[CH:7][C:2]([NH:1][S:32]([CH2:31][C:25]4[CH:30]=[CH:29][CH:28]=[CH:27][CH:26]=4)(=[O:34])=[O:33])=[CH:3][CH:4]=2)[C:14](=[O:15])[CH2:13]1)=[CH:21][CH:20]=[CH:19][CH:18]=3, predict the reactants needed to synthesize it. The reactants are: [NH2:1][C:2]1[CH:7]=[CH:6][C:5]([N:8]2[C:14](=[O:15])[CH2:13][C:12](=[O:16])[NH:11][C:10]3[C:17]4[C:22]([CH:23]=[CH:24][C:9]2=3)=[CH:21][CH:20]=[CH:19][CH:18]=4)=[CH:4][CH:3]=1.[C:25]1([CH2:31][S:32](Cl)(=[O:34])=[O:33])[CH:30]=[CH:29][CH:28]=[CH:27][CH:26]=1. (6) Given the product [NH:1]1[C:9]2[C:4](=[CH:5][C:6]([C:10]3[C:18]4[C:13](=[N:14][CH:15]=[C:16]([C:19]5[CH:26]=[CH:25][C:22]([CH2:23][N:45]6[CH2:46][CH2:47][N:42]([CH3:41])[CH2:43][CH2:44]6)=[C:21]([C:27]([F:29])([F:30])[F:28])[CH:20]=5)[CH:17]=4)[NH:12][CH:11]=3)=[CH:7][CH:8]=2)[CH:3]=[CH:2]1, predict the reactants needed to synthesize it. The reactants are: [NH:1]1[C:9]2[C:4](=[CH:5][C:6]([C:10]3[C:18]4[C:13](=[N:14][CH:15]=[C:16]([C:19]5[CH:26]=[CH:25][C:22]([CH:23]=O)=[C:21]([C:27]([F:30])([F:29])[F:28])[CH:20]=5)[CH:17]=4)[N:12](S(C4C=CC(C)=CC=4)(=O)=O)[CH:11]=3)=[CH:7][CH:8]=2)[CH:3]=[CH:2]1.[CH3:41][N:42]1[CH2:47][CH2:46][NH:45][CH2:44][CH2:43]1.C(O[BH-](OC(=O)C)OC(=O)C)(=O)C.[Na+]. (7) Given the product [Cl:1][C:2]1[CH:6]=[CH:5][NH:4][N:3]=1.[CH3:31][N:32]([CH3:37])[S:33]([N:23]1[CH:24]=[CH:25][CH:21]=[N:22]1)(=[O:35])=[O:34], predict the reactants needed to synthesize it. The reactants are: [Cl:1][C:2]1[CH:6]=[CH:5][N:4](C2C=NC=CC=2)[N:3]=1.BrC1C=NC=CC=1.Cl[C:21]1[CH:25]=[CH:24][NH:23][N:22]=1.N1C=CC=N1.[CH3:31][N:32]([CH3:37])[S:33](Cl)(=[O:35])=[O:34].[H-].[Na+]. (8) Given the product [CH:6]([N:22]1[CH:21]=[C:20]([N+:17]([O-:19])=[O:18])[CH:24]=[N:23]1)([CH3:8])[CH3:7], predict the reactants needed to synthesize it. The reactants are: N(C(OC(C)(C)C)=O)=NC(O[C:6](C)([CH3:8])[CH3:7])=O.[N+:17]([C:20]1[CH:21]=[N:22][NH:23][CH:24]=1)([O-:19])=[O:18].CC(O)C.C1(P(C2C=CC=CC=2)C2C=CC=CC=2)C=CC=CC=1. (9) The reactants are: C(Cl)(=O)C([Cl:4])=O.[C:7]([CH2:9][CH2:10][CH2:11][C:12]([CH3:17])([CH3:16])[C:13](O)=[O:14])#[N:8]. Given the product [C:7]([CH2:9][CH2:10][CH2:11][C:12]([CH3:17])([CH3:16])[C:13]([Cl:4])=[O:14])#[N:8], predict the reactants needed to synthesize it. (10) Given the product [CH3:1][O:2][C:3]1[CH:24]=[C:23]([O:25][CH3:26])[CH:22]=[CH:21][C:4]=1[CH2:5][N:6]1[C:29](=[O:28])[C:30]([C:31]([O:33][CH3:34])=[O:32])=[CH:35][C:8]2[CH2:9][CH2:10][CH2:11][C:12]3[CH:17]=[C:16]([N:18]([CH3:20])[CH3:19])[CH:15]=[CH:14][C:13]=3[C:7]1=2, predict the reactants needed to synthesize it. The reactants are: [CH3:1][O:2][C:3]1[CH:24]=[C:23]([O:25][CH3:26])[CH:22]=[CH:21][C:4]=1[CH2:5][N:6]=[C:7]1[C:13]2[CH:14]=[CH:15][C:16]([N:18]([CH3:20])[CH3:19])=[CH:17][C:12]=2[CH2:11][CH2:10][CH2:9][CH2:8]1.C[O:28][CH:29]=[C:30]([C:35](OC)=O)[C:31]([O:33][CH3:34])=[O:32].